Task: Regression. Given two drug SMILES strings and cell line genomic features, predict the synergy score measuring deviation from expected non-interaction effect.. Dataset: NCI-60 drug combinations with 297,098 pairs across 59 cell lines Synergy scores: CSS=11.1, Synergy_ZIP=17.7, Synergy_Bliss=19.4, Synergy_Loewe=9.14, Synergy_HSA=10.2. Drug 2: CC1=C2C(C(=O)C3(C(CC4C(C3C(C(C2(C)C)(CC1OC(=O)C(C(C5=CC=CC=C5)NC(=O)OC(C)(C)C)O)O)OC(=O)C6=CC=CC=C6)(CO4)OC(=O)C)O)C)O. Cell line: CAKI-1. Drug 1: CC1=C(C=C(C=C1)NC(=O)C2=CC=C(C=C2)CN3CCN(CC3)C)NC4=NC=CC(=N4)C5=CN=CC=C5.